This data is from Experimentally validated miRNA-target interactions with 360,000+ pairs, plus equal number of negative samples. The task is: Binary Classification. Given a miRNA mature sequence and a target amino acid sequence, predict their likelihood of interaction. (1) The miRNA is hsa-miR-124-3p with sequence UAAGGCACGCGGUGAAUGCCAA. The protein sequence of the target gene is MWRLVPPKLGRLSRSLKLAALGSLLVLMVLHSPSLLASWQRNELTDRRFLQLNKCPACFGTSWCRRFLNGQVVFEAWGRLRLLDFLNVKNVYFAQYGEPREGGRRRVVLKRLGSQRELAQLDQSICKRATGRPRCDLLQAMPRTEFARLNGDVRLLTPEAVEGWSDLVHCPSQRLLDRLVRRYAETKDSGSFLLRNLKDSERMQLLLTLAFNPEPLVLQSFPSDEGWPFAKYLGACGRMVAVNYVGEELWSYFNAPWEKRVDLAWQLMEIAEQLTNNDFEFALYLLDVSFDNFAVGPRDG.... Result: 1 (interaction). (2) The protein sequence of the target gene is MPVLSARRRELADHAGSGRRSGPSPTARSGPHLSALRAQPARAAHLSGRGTYVRRDTAGGGPGQARPLGPPGTSLLGRGARRSGEGWCPGAFESGARAARPPSRVEPRLATAASREGAGLPRAEVAAGSGRGARSGEWGLAAAGAWETMHHCKRYRSPEPDPYLSYRWKRRRSYSREHEGRLRYPSRREPPPRRSRSRSHDRLPYQRRYRERRDSDTYRCEERSPSFGEDYYGPSRSRHRRRSRERGPYRTRKHAHHCHKRRTRSCSSASSRSQQSSKRSSRSVEDDKEGHLVCRIGDWL.... The miRNA is mmu-miR-540-5p with sequence CAAGGGUCACCCUCUGACUCUGU. Result: 0 (no interaction). (3) Result: 1 (interaction). The miRNA is mmu-miR-5098 with sequence GUUACAUGGUGAAGCCCAGUU. The protein sequence of the target gene is MVQSCSAYGCKNRYDKDKPVSFHKFPLTRPSLCKQWEAAVKRKNFKPTKYSSICSEHFTPDCFKRECNNKLLKENAVPTIFLYIEPHEKKEDLESQEQLPSPSPPASQVDAAIGLLMPPLQTPDNLSVFCDHNYTVEDTMHQRKRILQLEQQVEKLRKKLKTAQQRCRRQERQLEKLKEVVHFQREKDDASERGYVILPNDYFEIVEVPA. (4) The miRNA is hsa-miR-4786-3p with sequence UGAAGCCAGCUCUGGUCUGGGC. The protein sequence of the target gene is MAALDLRAELDSLVLQLLGDLEELEGKRTVLNARVEEGWLSLAKARYAMGAKSVGPLQYASHMEPQVCLHASEAQEGLQKFKVVRAGVHAPEEVGPREAGLRRRKGPTKTPEPESSEAPQDPLNWFGILVPHSLRQAQASFRDGLQLAADIASLQNRIDWGRSQLRGLQEKLKQLEPGAA. Result: 1 (interaction). (5) The miRNA is mmu-miR-200b-3p with sequence UAAUACUGCCUGGUAAUGAUGA. The protein sequence of the target gene is MLRSVWNFLKRHKKKCIFLGTVLGGVYILGKYGQKKIREIQEREAAEYIAQARRQYHFESNQRTCNMTVLSMLPTLREALMQQLNSESLTALLKNRPSNKLEIWEDLKIISFTRSTVAVYSTCMLVVLLRVQLNIIGGYIYLDNAAVGKNGTTILAPPDVQQQYLSSIQHLLGDGLTELITVIKQAVQKVLGSVSLKHSLSLLDLEQKLKEIRNLVEQHKSSSWINKDGSKPLLCHYMMPDEETPLAVQACGLSPRDITTIKLLNETRDMLESPDFSTVLNTCLNRGFSRLLDNMAEFFR.... Result: 0 (no interaction). (6) The miRNA is hsa-miR-1976 with sequence CCUCCUGCCCUCCUUGCUGU. The protein sequence of the target gene is MEALEVDDISPALEVTEEFFSTLDSNLEKAVQQAEVYGIQEVPELVGHEVLSNITDNGAMRNVTSLGKGGMIWDHCKSRLLETKAQNVFPAKEQFMVQRGTTPDNLSWMEQKEASTFNFFNICQRRRDRPRSVNDLLDETSTFKPGHARSRSDITQVDWRVVLKTTPLQQQQQQQPLLQGPHVTRPSFLLPSPNKIEDAQGNTEHKQTFPNILKKGYLEIRKDHDSYWQSCYAELSPYNLYFYSLDSSGNQNLYATYQLSHFQSISVLGNLEARMVDTVLYDNTQLQLKAESPWEALDWG.... Result: 1 (interaction). (7) The miRNA is hsa-miR-4732-5p with sequence UGUAGAGCAGGGAGCAGGAAGCU. The protein sequence of the target gene is MREYKVVVLGSGGVGKSALTVQFVTGTFIEKYDPTIEDFYRKEIEVDSSPSVLEILDTAGTEQFASMRDLYIKNGQGFILVYSLVNQQSFQDIKPMRDQIVRVKRYEKVPLILVGNKVDLEPEREVMSSEGRALAQEWGCPFMETSAKSKSMVDELFAEIVRQMNYSSLPEKQDQCCTTCVVQ. Result: 0 (no interaction).